From a dataset of Full USPTO retrosynthesis dataset with 1.9M reactions from patents (1976-2016). Predict the reactants needed to synthesize the given product. (1) Given the product [N+:18]([O:21][CH2:22][CH2:23][CH2:24][CH2:25][O:26][C:14](=[O:15])[C@H:13]([C:8]1[CH:7]=[CH:6][C:5]2[C:10](=[CH:11][CH:12]=[C:3]([O:2][CH3:1])[CH:4]=2)[CH:9]=1)[CH3:17])([O-:20])=[O:19], predict the reactants needed to synthesize it. The reactants are: [CH3:1][O:2][C:3]1[CH:4]=[C:5]2[C:10](=[CH:11][CH:12]=1)[CH:9]=[C:8]([C@H:13]([CH3:17])[C:14](Cl)=[O:15])[CH:7]=[CH:6]2.[N+:18]([O:21][CH2:22][CH2:23][CH2:24][CH2:25][OH:26])([O-:20])=[O:19].O.[OH-].[K+]. (2) Given the product [CH2:19]([O:26][C:27]([N:29]1[CH2:34][CH2:33][CH2:32][C@H:31]([C:35]2[O:36][CH:37]=[C:38]([C:40]3[NH:41][CH:42]=[C:43]([F:45])[CH:44]=3)[N:39]=2)[CH2:30]1)=[O:28])[C:20]1[CH:25]=[CH:24][CH:23]=[CH:22][CH:21]=1, predict the reactants needed to synthesize it. The reactants are: CCCC[N+](CCCC)(CCCC)CCCC.[F-].[CH2:19]([O:26][C:27]([N:29]1[CH2:34][CH2:33][CH2:32][C@H:31]([C:35]2[O:36][CH:37]=[C:38]([C:40]3[N:41](S(C4C=CC(C)=CC=4)(=O)=O)[CH:42]=[C:43]([F:45])[CH:44]=3)[N:39]=2)[CH2:30]1)=[O:28])[C:20]1[CH:25]=[CH:24][CH:23]=[CH:22][CH:21]=1. (3) Given the product [F:1][C:2]1[C:7]([O:8][C:19]([CH:16]2[CH2:15][C:14](=[O:13])[NH:18][CH2:17]2)=[O:20])=[C:6]([F:9])[C:5]([F:10])=[C:4]([F:11])[C:3]=1[F:12], predict the reactants needed to synthesize it. The reactants are: [F:1][C:2]1[C:7]([OH:8])=[C:6]([F:9])[C:5]([F:10])=[C:4]([F:11])[C:3]=1[F:12].[O:13]=[C:14]1[NH:18][CH2:17][CH:16]([C:19](O)=[O:20])[CH2:15]1. (4) Given the product [CH2:18]([N:13]([C@H:7]1[C@H:6]([OH:5])[CH2:10][CH2:9][C:8]1([F:11])[F:12])[C:14](=[O:17])[CH2:15][Cl:16])[C:19]1[CH:20]=[CH:21][CH:22]=[CH:23][CH:24]=1, predict the reactants needed to synthesize it. The reactants are: ClCC([O:5][C@@H:6]1[CH2:10][CH2:9][C:8]([F:12])([F:11])[C@H:7]1[N:13]([CH2:18][C:19]1[CH:24]=[CH:23][CH:22]=[CH:21][CH:20]=1)[C:14](=[O:17])[CH2:15][Cl:16])=O.C([O-])([O-])=O.[K+].[K+]. (5) Given the product [NH2:8][C:9]1[N:14]=[CH:13][C:12]([C:15]2[N:23]=[C:22]3[C:18]([N:19]=[CH:20][N:21]3[CH2:24][C:25]([N:41]3[CH2:42][CH2:43][N:38]([S:35]([CH3:34])(=[O:37])=[O:36])[CH2:39][CH2:40]3)=[O:26])=[C:17]([N:28]3[CH2:33][CH2:32][O:31][CH2:30][CH2:29]3)[N:16]=2)=[CH:11][N:10]=1, predict the reactants needed to synthesize it. The reactants are: C(OC([NH:8][C:9]1[N:14]=[CH:13][C:12]([C:15]2[N:23]=[C:22]3[C:18]([N:19]=[CH:20][N:21]3[CH2:24][C:25](O)=[O:26])=[C:17]([N:28]3[CH2:33][CH2:32][O:31][CH2:30][CH2:29]3)[N:16]=2)=[CH:11][N:10]=1)=O)(C)(C)C.[CH3:34][S:35]([N:38]1[CH2:43][CH2:42][NH:41][CH2:40][CH2:39]1)(=[O:37])=[O:36]. (6) The reactants are: C([O:3][C:4]([N:6]1[CH2:11][CH2:10][C:9]([CH2:17][NH:18][C:19](=[O:28])[C:20]2[CH:25]=[CH:24][CH:23]=[CH:22][C:21]=2[O:26][CH3:27])([C:12]2S[CH:14]=[CH:15][CH:16]=2)[CH2:8][CH2:7]1)=O)C.[CH3:29][NH:30][CH3:31].O1CC[CH2:34][CH2:33]1. Given the product [CH3:29][N:30]([CH3:31])[C:4]([N:6]1[CH2:7][CH2:8][C:9]([CH2:17][NH:18][C:19](=[O:28])[C:20]2[CH:25]=[CH:24][CH:23]=[CH:22][C:21]=2[O:26][CH3:27])([C:12]2[CH:34]=[CH:33][CH:14]=[CH:15][CH:16]=2)[CH2:10][CH2:11]1)=[O:3], predict the reactants needed to synthesize it. (7) The reactants are: [NH2:1][C:2]1[C:10]2[C:5](=[CH:6][C:7]([C:11]3[N:12]=[C:13]([C@@H:17]([NH:25][C:26](=[O:32])OC(C)(C)C)[CH2:18][C:19]4[CH:24]=[CH:23][CH:22]=[CH:21][CH:20]=4)[NH:14][C:15]=3[Cl:16])=[CH:8][CH:9]=2)[NH:4][N:3]=1.[C:33]([C:35]1[CH:43]=[CH:42][C:38](C(O)=O)=[CH:37][C:36]=1[F:44])#[N:34]. Given the product [NH2:1][C:2]1[C:10]2[C:5](=[CH:6][C:7]([C:11]3[N:12]=[C:13]([C@@H:17]([NH:25][C:26](=[O:32])[C:38]4[CH:42]=[CH:43][C:35]([C:33]#[N:34])=[C:36]([F:44])[CH:37]=4)[CH2:18][C:19]4[CH:24]=[CH:23][CH:22]=[CH:21][CH:20]=4)[NH:14][C:15]=3[Cl:16])=[CH:8][CH:9]=2)[NH:4][N:3]=1, predict the reactants needed to synthesize it. (8) Given the product [NH2:1][C:2]1[C:7]2=[CH:8][CH:9]=[C:10]([CH:11]([OH:12])[CH:13]3[CH2:16][N:15]([C:17]([O:19][C:20]([CH3:22])([CH3:21])[CH3:23])=[O:18])[CH2:14]3)[N:6]2[N:5]=[CH:4][N:3]=1, predict the reactants needed to synthesize it. The reactants are: [NH2:1][C:2]1[C:7]2=[CH:8][CH:9]=[C:10]([C:11]([CH:13]3[CH2:16][N:15]([C:17]([O:19][C:20]([CH3:23])([CH3:22])[CH3:21])=[O:18])[CH2:14]3)=[O:12])[N:6]2[N:5]=[CH:4][N:3]=1.[BH4-].[Na+]. (9) The reactants are: COCCO[AlH2-]OCCOC.[Na+].[H-].[H-].COCCO[Al+]OCCOC.[Na+].[N:27]1[N:31]2[C:32]3[C:37]([CH2:38][CH2:39][C:30]2=[CH:29][C:28]=1[C:40](OCC)=[O:41])=[CH:36][CH:35]=[CH:34][CH:33]=3.Cl. Given the product [N:27]1[N:31]2[C:32]3[C:37]([CH2:38][CH2:39][C:30]2=[CH:29][C:28]=1[CH2:40][OH:41])=[CH:36][CH:35]=[CH:34][CH:33]=3, predict the reactants needed to synthesize it. (10) Given the product [F:18][C:2]([F:17])([F:1])[C:3]1[CH:4]=[CH:5][C:6]([C:9]2[N:14]=[CH:13][C:12]([CH:15]([OH:16])[CH2:19][CH3:20])=[CH:11][CH:10]=2)=[CH:7][CH:8]=1.[F:17][C:2]([F:1])([F:18])[C:3]1[CH:4]=[CH:5][C:6]([C:9]2[N:14]=[CH:13][C:12]([CH2:15][OH:16])=[CH:11][CH:10]=2)=[CH:7][CH:8]=1, predict the reactants needed to synthesize it. The reactants are: [F:1][C:2]([F:18])([F:17])[C:3]1[CH:8]=[CH:7][C:6]([C:9]2[N:14]=[CH:13][C:12]([CH:15]=[O:16])=[CH:11][CH:10]=2)=[CH:5][CH:4]=1.[CH3:19][CH2:20][Mg+].[Br-].